From a dataset of Full USPTO retrosynthesis dataset with 1.9M reactions from patents (1976-2016). Predict the reactants needed to synthesize the given product. (1) Given the product [CH3:23][O:22][C:3]1[CH:4]=[C:5]([C:8]2[O:9][C:10]([C:13]3[CH:18]=[CH:17][C:16]([N:19]=[N:33][C:26]4[CH:27]=[CH:28][CH:29]=[CH:24][N:35]=4)=[C:15]([O:20][CH3:21])[CH:14]=3)=[CH:11][CH:12]=2)[CH:6]=[CH:7][C:2]=1[N:1]=[N:33][C:26]1[CH:27]=[CH:28][CH:29]=[CH:24][N:35]=1, predict the reactants needed to synthesize it. The reactants are: [NH2:1][C:2]1[CH:7]=[CH:6][C:5]([C:8]2[O:9][C:10]([C:13]3[CH:18]=[CH:17][C:16]([NH2:19])=[C:15]([O:20][CH3:21])[CH:14]=3)=[CH:11][CH:12]=2)=[CH:4][C:3]=1[O:22][CH3:23].[C:24]1([NH2:35])[C:29](F)=[C:28](F)[C:27](F)=[C:26]([NH2:33])C=1F.Cl.Cl. (2) Given the product [F:1][C:2]1[C:3]([NH:28][C@@H:29]([C:35]([CH3:38])([CH3:37])[CH3:36])[CH2:30][C:31]([O:33][CH3:34])=[O:32])=[N:4][C:5]([C:8]2[C:16]3[C:11](=[N:12][CH:13]=[C:14]([F:17])[CH:15]=3)[NH:10][CH:9]=2)=[N:6][CH:7]=1, predict the reactants needed to synthesize it. The reactants are: [F:1][C:2]1[C:3]([NH:28][C@@H:29]([C:35]([CH3:38])([CH3:37])[CH3:36])[CH2:30][C:31]([O:33][CH3:34])=[O:32])=[N:4][C:5]([C:8]2[C:16]3[C:11](=[N:12][CH:13]=[C:14]([F:17])[CH:15]=3)[N:10](S(C3C=CC(C)=CC=3)(=O)=O)[CH:9]=2)=[N:6][CH:7]=1.Cl. (3) Given the product [CH2:1]([C:5]1[O:6][C:7]2[CH:23]=[CH:22][C:21]([N+:24]([O-:26])=[O:25])=[CH:20][C:8]=2[C:9]=1[C:10](=[O:19])[C:11]1[CH:12]=[CH:13][C:14]([OH:17])=[CH:15][CH:16]=1)[CH2:2][CH2:3][CH3:4], predict the reactants needed to synthesize it. The reactants are: [CH2:1]([C:5]1[O:6][C:7]2[CH:23]=[CH:22][C:21]([N+:24]([O-:26])=[O:25])=[CH:20][C:8]=2[C:9]=1[C:10](=[O:19])[C:11]1[CH:16]=[CH:15][C:14]([O:17]C)=[CH:13][CH:12]=1)[CH2:2][CH2:3][CH3:4].Cl.C(N(CCCC)CCCC)CCC. (4) Given the product [CH3:23][CH2:24][N:25]([CH:2]([CH3:7])[CH3:8])[CH:20]([CH3:21])[CH3:35], predict the reactants needed to synthesize it. The reactants are: O[C:2]1([C:8](O)=O)[CH2:7]CCCC1.CN(C(ON1N=N[C:21]2C=[CH:23][CH:24]=[N:25][C:20]1=2)=[N+](C)C)C.F[P-](F)(F)(F)(F)F.[CH3:35]N(C=O)C. (5) The reactants are: [C:1]([N:4]1[CH2:9][CH2:8][CH:7]([CH2:10][C:11]([NH:13][C:14]2[N:19]=[CH:18][C:17](Br)=[CH:16][N:15]=2)=[O:12])[CH2:6][CH2:5]1)(=[O:3])[CH3:2].[F:21][C:22]1[CH:23]=[C:24](B(O)O)[CH:25]=[C:26]([F:28])[CH:27]=1. Given the product [C:1]([N:4]1[CH2:9][CH2:8][CH:7]([CH2:10][C:11]([NH:13][C:14]2[N:19]=[CH:18][C:17]([C:24]3[CH:23]=[C:22]([F:21])[CH:27]=[C:26]([F:28])[CH:25]=3)=[CH:16][N:15]=2)=[O:12])[CH2:6][CH2:5]1)(=[O:3])[CH3:2], predict the reactants needed to synthesize it. (6) Given the product [OH:8][N:9]1[C:15](=[O:16])[N:14]2[CH2:17][C@H:10]1[CH2:11][CH2:12][C@H:13]2[C:18]([NH:20][O:21][C@H:22]1[CH2:26][CH2:25][N:24]([C:27]([O:29][C:30]([CH3:33])([CH3:32])[CH3:31])=[O:28])[CH2:23]1)=[O:19], predict the reactants needed to synthesize it. The reactants are: C([O:8][N:9]1[C:15](=[O:16])[N:14]2[CH2:17][C@H:10]1[CH2:11][CH2:12][C@H:13]2[C:18]([NH:20][O:21][C@H:22]1[CH2:26][CH2:25][N:24]([C:27]([O:29][C:30]([CH3:33])([CH3:32])[CH3:31])=[O:28])[CH2:23]1)=[O:19])C1C=CC=CC=1. (7) Given the product [CH2:20]([O:22][C:23](=[O:38])[C:24]1[CH:25]=[CH:26][C:27]([CH2:30][C:31]2[O:35][N:34]=[C:33]([CH2:36][O:37][C:45]3[CH:44]=[CH:43][C:42]([C:47](=[O:49])[CH3:48])=[C:41]([OH:50])[C:40]=3[Cl:39])[N:32]=2)=[CH:28][CH:29]=1)[CH3:21], predict the reactants needed to synthesize it. The reactants are: C1C=CC(P(C2C=CC=CC=2)C2C=CC=CC=2)=CC=1.[CH2:20]([O:22][C:23](=[O:38])[C:24]1[CH:29]=[CH:28][C:27]([CH2:30][C:31]2[O:35][N:34]=[C:33]([CH2:36][OH:37])[N:32]=2)=[CH:26][CH:25]=1)[CH3:21].[Cl:39][C:40]1[C:41]([OH:50])=[C:42]([C:47](=[O:49])[CH3:48])[CH:43]=[CH:44][C:45]=1O.N(C(OC(C)C)=O)=NC(OC(C)C)=O.